This data is from Full USPTO retrosynthesis dataset with 1.9M reactions from patents (1976-2016). The task is: Predict the reactants needed to synthesize the given product. (1) Given the product [NH2:11][CH:6]([C:2]1[O:1][CH:5]=[CH:4][CH:3]=1)[C:7]([O:9][CH3:10])=[O:8], predict the reactants needed to synthesize it. The reactants are: [O:1]1[CH:5]=[CH:4][CH:3]=[C:2]1[C:6](=[N:11]OC)[C:7]([O:9][CH3:10])=[O:8].C(O)=O. (2) Given the product [CH3:24][O:23][C:15]1[CH:16]=[C:17]([N+:20]([O-:22])=[O:21])[CH:18]=[CH:19][C:14]=1[C:13]1[C:12](=[O:11])[NH:1][C:2]2[C:3]([CH:4]=1)=[CH:6][CH:7]=[CH:8][CH:9]=2, predict the reactants needed to synthesize it. The reactants are: [NH2:1][C:2]1[CH:9]=[CH:8][CH:7]=[CH:6][C:3]=1[CH:4]=O.C[O:11][C:12](=O)[CH2:13][C:14]1[CH:19]=[CH:18][C:17]([N+:20]([O-:22])=[O:21])=[CH:16][C:15]=1[O:23][CH3:24].C(O)C. (3) Given the product [CH3:11][CH:12]([CH3:14])[CH2:13][O:4][CH2:3][C:2]([CH3:10])([CH3:1])[CH:5]([OH:9])[CH:6]([CH3:8])[CH3:7], predict the reactants needed to synthesize it. The reactants are: [CH3:1][C:2]([CH3:10])([CH:5]([OH:9])[CH:6]([CH3:8])[CH3:7])[CH2:3][OH:4].[CH2:11](Br)[CH:12]([CH3:14])[CH3:13]. (4) Given the product [CH3:24][O:25][CH2:26][CH2:27][C:28]1[N:12]([CH2:13][CH2:14][CH2:15][NH:16][C:17](=[O:23])[O:18][C:19]([CH3:20])([CH3:22])[CH3:21])[C:11]2[C:10]3[CH:9]=[CH:8][CH:7]=[CH:6][C:5]=3[N:4]=[CH:3][C:2]=2[N:1]=1, predict the reactants needed to synthesize it. The reactants are: [NH2:1][C:2]1[CH:3]=[N:4][C:5]2[C:10]([C:11]=1[NH:12][CH2:13][CH2:14][CH2:15][NH:16][C:17](=[O:23])[O:18][C:19]([CH3:22])([CH3:21])[CH3:20])=[CH:9][CH:8]=[CH:7][CH:6]=2.[CH3:24][O:25][CH2:26][CH2:27][C:28](O)=O.CN(C(ON1N=NC2C=CC=NC1=2)=[N+](C)C)C.F[P-](F)(F)(F)(F)F. (5) The reactants are: [OH-].[K+].[NH:3]1[C:7]2=[N:8][CH:9]=[CH:10][CH:11]=[C:6]2[CH:5]=[CH:4]1.O=[C:13]1[CH2:18][CH2:17][N:16]([C:19]([O:21][C:22]([CH3:25])([CH3:24])[CH3:23])=[O:20])[CH2:15][CH2:14]1. Given the product [NH:3]1[C:7]2=[N:8][CH:9]=[CH:10][CH:11]=[C:6]2[C:5]([C:13]2[CH2:18][CH2:17][N:16]([C:19]([O:21][C:22]([CH3:25])([CH3:24])[CH3:23])=[O:20])[CH2:15][CH:14]=2)=[CH:4]1, predict the reactants needed to synthesize it. (6) Given the product [Br:1][CH2:2][C:3]1[CH:13]=[CH:12][C:6]([C:7]2[NH:9][C:10](=[O:11])[N:29]([C:16]3[CH:17]=[C:18]([CH:19]=[CH:20][C:15]=3[Cl:14])[CH2:21][NH:22][C:23](=[O:28])[C:24]([CH3:27])([CH3:26])[CH3:25])[N:30]=2)=[CH:5][CH:4]=1, predict the reactants needed to synthesize it. The reactants are: [Br:1][CH2:2][C:3]1[CH:13]=[CH:12][C:6]([C:7]([N:9]=[C:10]=[O:11])=O)=[CH:5][CH:4]=1.[Cl:14][C:15]1[CH:20]=[CH:19][C:18]([CH2:21][NH:22][C:23](=[O:28])[C:24]([CH3:27])([CH3:26])[CH3:25])=[CH:17][C:16]=1[NH:29][NH:30]C(OC(C)(C)C)=O.FC(F)(F)C(O)=O.